From a dataset of Forward reaction prediction with 1.9M reactions from USPTO patents (1976-2016). Predict the product of the given reaction. (1) Given the reactants [NH2:1][C:2]1[CH:3]=[C:4]([C:8]2[CH:13]=[CH:12][C:11]([CH:14]3[N:18]([C:19]4[CH:24]=[CH:23][CH:22]=[CH:21][C:20]=4[Cl:25])[N:17]=[C:16]([C:26]([C:32]([F:35])([F:34])[F:33])([C:28]([F:31])([F:30])[F:29])[OH:27])[CH2:15]3)=[CH:10][CH:9]=2)[CH:5]=[CH:6][CH:7]=1.N1C=CC=CC=1.[C:42](Cl)(=[O:44])[CH3:43].ClCCl, predict the reaction product. The product is: [NH:1]([C:2]1[CH:3]=[C:4]([C:8]2[CH:13]=[CH:12][C:11]([CH:14]3[N:18]([C:19]4[CH:24]=[CH:23][CH:22]=[CH:21][C:20]=4[Cl:25])[N:17]=[C:16]([C:26]([C:32]([F:35])([F:34])[F:33])([C:28]([F:29])([F:30])[F:31])[OH:27])[CH2:15]3)=[CH:10][CH:9]=2)[CH:5]=[CH:6][CH:7]=1)[C:42]([CH3:43])=[O:44]. (2) The product is: [C:10]([C:14]1[CH:15]=[C:16]([NH:20][C:21]([C:22]2[CH:27]=[CH:26][C:25]([N:28]3[CH2:33][CH2:32][N:31]([C:6](=[O:8])[CH2:7][C:2]([CH3:9])([CH3:1])[C:3]([OH:5])=[O:4])[CH2:30][CH2:29]3)=[CH:24][CH:23]=2)=[O:34])[CH:17]=[CH:18][CH:19]=1)([CH3:13])([CH3:11])[CH3:12]. Given the reactants [CH3:1][C:2]1([CH3:9])[CH2:7][C:6](=[O:8])[O:5][C:3]1=[O:4].[C:10]([C:14]1[CH:15]=[C:16]([NH:20][C:21](=[O:34])[C:22]2[CH:27]=[CH:26][C:25]([N:28]3[CH2:33][CH2:32][NH:31][CH2:30][CH2:29]3)=[CH:24][CH:23]=2)[CH:17]=[CH:18][CH:19]=1)([CH3:13])([CH3:12])[CH3:11], predict the reaction product. (3) Given the reactants [N:1]1[CH:2]=[N:3][N:4]2[CH:9]=[C:8]([C:10]3[N:11]=[C:12]([CH2:22][NH:23][C:24]4[CH:29]=[CH:28][CH:27]=[C:26]([CH:30]=[CH2:31])[CH:25]=4)[NH:13][C:14]=3[C:15]3[CH:20]=[CH:19][CH:18]=[C:17]([CH3:21])[N:16]=3)[CH:7]=[CH:6][C:5]=12.[ClH:32].CCOCC, predict the reaction product. The product is: [ClH:32].[N:1]1[CH:2]=[N:3][N:4]2[CH:9]=[C:8]([C:10]3[N:11]=[C:12]([CH2:22][NH:23][C:24]4[CH:29]=[CH:28][CH:27]=[C:26]([CH:30]=[CH2:31])[CH:25]=4)[NH:13][C:14]=3[C:15]3[CH:20]=[CH:19][CH:18]=[C:17]([CH3:21])[N:16]=3)[CH:7]=[CH:6][C:5]=12. (4) Given the reactants [Br:1][C:2]1[CH:7]=[CH:6][CH:5]=[C:4]([N+:8]([O-:10])=[O:9])[C:3]=1[OH:11].[C:12]([O-])([O-])=O.[K+].[K+].CI, predict the reaction product. The product is: [Br:1][C:2]1[CH:7]=[CH:6][CH:5]=[C:4]([N+:8]([O-:10])=[O:9])[C:3]=1[O:11][CH3:12].